This data is from Forward reaction prediction with 1.9M reactions from USPTO patents (1976-2016). The task is: Predict the product of the given reaction. Given the reactants C([O:3][C:4](=[O:17])[CH2:5][O:6][C:7]([CH3:16])([CH3:15])[CH2:8][C:9]1[CH:14]=[CH:13][CH:12]=[CH:11][CH:10]=1)C.[OH-].[Na+], predict the reaction product. The product is: [CH3:15][C:7]([CH3:16])([O:6][CH2:5][C:4]([OH:17])=[O:3])[CH2:8][C:9]1[CH:14]=[CH:13][CH:12]=[CH:11][CH:10]=1.